From a dataset of Tyrosyl-DNA phosphodiesterase HTS with 341,365 compounds. Binary Classification. Given a drug SMILES string, predict its activity (active/inactive) in a high-throughput screening assay against a specified biological target. (1) The molecule is FC(F)(F)c1cc(NC(=O)Cc2c3cc(C(C)C)ccc3oc2)ccc1. The result is 0 (inactive). (2) The molecule is OC(=O)c1n(c2c(c1CNCc1c(OC)cc(OC)cc1)ccc(c2)C)Cc1ccc(OC)cc1. The result is 0 (inactive).